This data is from Forward reaction prediction with 1.9M reactions from USPTO patents (1976-2016). The task is: Predict the product of the given reaction. (1) Given the reactants [C:1]1([C:7]([C:10]2[CH:11]=[N:12][C:13]3[C:18]([C:19]=2[C:20]2[CH:25]=[CH:24][CH:23]=[CH:22][CH:21]=2)=[CH:17][CH:16]=[CH:15][C:14]=3[C:26]([F:29])([F:28])[F:27])([OH:9])[CH3:8])[CH:6]=[CH:5][CH:4]=[CH:3][CH:2]=1.[H-].[Na+].I[CH3:33], predict the reaction product. The product is: [CH3:33][O:9][C:7]([C:10]1[CH:11]=[N:12][C:13]2[C:18]([C:19]=1[C:20]1[CH:21]=[CH:22][CH:23]=[CH:24][CH:25]=1)=[CH:17][CH:16]=[CH:15][C:14]=2[C:26]([F:29])([F:27])[F:28])([C:1]1[CH:6]=[CH:5][CH:4]=[CH:3][CH:2]=1)[CH3:8]. (2) Given the reactants [Cl:1][C:2]1[CH:3]=[C:4]([C:9]2([C:16]#[N:17])[CH2:14][CH2:13][CH2:12][C:11](=[O:15])[CH2:10]2)[CH:5]=[CH:6][C:7]=1[Cl:8].[CH3:18]C#N.O, predict the reaction product. The product is: [NH2:17][CH2:16][C:9]1([C:4]2[CH:5]=[CH:6][C:7]([Cl:8])=[C:2]([Cl:1])[CH:3]=2)[CH2:14][CH2:13][CH2:12][C:11]([CH3:18])([OH:15])[CH2:10]1. (3) The product is: [F:1][C:2]1[CH:7]=[C:6]([C:12]2[CH:13]=[CH:14][C:15]([CH2:18][NH2:19])=[CH:16][N:17]=2)[CH:5]=[CH:4][N:3]=1. Given the reactants [F:1][C:2]1[CH:7]=[C:6](B(O)O)[CH:5]=[CH:4][N:3]=1.Cl[C:12]1[N:17]=[CH:16][C:15]([CH2:18][NH2:19])=[CH:14][CH:13]=1.C1(P(C2CCCCC2)C2C=CC=CC=2C2C(OC)=CC=CC=2OC)CCCCC1.[O-]P([O-])([O-])=O.[K+].[K+].[K+], predict the reaction product. (4) Given the reactants [I:1][C:2]1[CH:7]=[CH:6][C:5]([O:8][CH:9]2[CH2:14][CH2:13][N:12](C(OC(C)(C)C)=O)[CH2:11][CH2:10]2)=[CH:4][CH:3]=1.[C:22]([OH:28])([C:24]([F:27])([F:26])[F:25])=[O:23], predict the reaction product. The product is: [F:25][C:24]([F:27])([F:26])[C:22]([OH:28])=[O:23].[I:1][C:2]1[CH:7]=[CH:6][C:5]([O:8][CH:9]2[CH2:14][CH2:13][NH:12][CH2:11][CH2:10]2)=[CH:4][CH:3]=1. (5) Given the reactants C([N:8]1[CH2:13][CH2:12][CH:11]([N:14]2[CH2:20][CH2:19][C:18]3[CH:21]=[CH:22][CH:23]=[CH:24][C:17]=3[NH:16][C:15]2=[O:25])[CH2:10][CH2:9]1)C1C=CC=CC=1, predict the reaction product. The product is: [NH:8]1[CH2:9][CH2:10][CH:11]([N:14]2[CH2:20][CH2:19][C:18]3[CH:21]=[CH:22][CH:23]=[CH:24][C:17]=3[NH:16][C:15]2=[O:25])[CH2:12][CH2:13]1. (6) Given the reactants [OH:1][CH2:2][C:3]1[O:7][N:6]=[C:5]([C:8]([O:10][CH2:11][CH3:12])=[O:9])[CH:4]=1.C1(P(C2C=CC=CC=2)C2C=CC=CC=2)C=CC=CC=1.[CH:32]1[C:41]2[CH2:40][CH2:39][CH2:38][CH2:37][C:36]=2[CH:35]=[CH:34][C:33]=1O.N(C(OC(C)C)=O)=NC(OC(C)C)=O.Cl, predict the reaction product. The product is: [CH:40]1[C:41]2[CH2:32][CH2:33][CH2:34][CH2:35][C:36]=2[CH:37]=[CH:38][C:39]=1[O:1][CH2:2][C:3]1[O:7][N:6]=[C:5]([C:8]([O:10][CH2:11][CH3:12])=[O:9])[CH:4]=1. (7) Given the reactants [CH:1]1([CH2:7][O:8][C:9]2[C:10]3[N:11]([C:15]([C:19]([NH:21][C@H:22]([C:25]4[CH:30]=[CH:29][CH:28]=[CH:27][CH:26]=4)[CH2:23][OH:24])=[O:20])=[C:16]([CH3:18])[N:17]=3)[CH:12]=[CH:13][CH:14]=2)[CH2:6][CH2:5][CH2:4][CH2:3][CH2:2]1.[ClH:31].C(OCC)(=O)C, predict the reaction product. The product is: [ClH:31].[CH:1]1([CH2:7][O:8][C:9]2[C:10]3[N:11]([C:15]([C:19]([NH:21][C@H:22]([C:25]4[CH:26]=[CH:27][CH:28]=[CH:29][CH:30]=4)[CH2:23][OH:24])=[O:20])=[C:16]([CH3:18])[N:17]=3)[CH:12]=[CH:13][CH:14]=2)[CH2:6][CH2:5][CH2:4][CH2:3][CH2:2]1.